The task is: Predict the reaction yield, written as a fraction of the theoretical maximum amount of product (1.0 means a 100% yield; for example, 0.34 means a 34% yield).. This data is from Reaction yield outcomes from USPTO patents with 853,638 reactions. (1) The reactants are [CH:1]([O:8][CH2:9][CH3:10])([O:5]CC)OCC.C(OC(=O)C)(=O)C.C([O:20][C:21](=O)[CH:22]([CH3:31])[C:23](=[O:30])[CH2:24][C:25](OCC)=O)C.[CH3:33][NH2:34]. The catalyst is C(OCC)C.O. The product is [CH2:9]([O:8][C:1]([C:24]1[C:23]([OH:30])=[C:22]([CH3:31])[C:21](=[O:20])[N:34]([CH3:33])[CH:25]=1)=[O:5])[CH3:10]. The yield is 0.550. (2) The reactants are [OH:1][CH2:2][C:3]#[C:4][C:5]1[CH:6]=[C:7]2[C:11](=[CH:12][CH:13]=1)[C:10](=[O:14])[CH2:9][CH2:8]2.Cl[Si:16]([C:19]([CH3:22])([CH3:21])[CH3:20])([CH3:18])[CH3:17].N1C=CN=C1. The catalyst is CN(C=O)C. The product is [CH3:20][C:19]([Si:16]([CH3:18])([CH3:17])[O:1][CH2:2][CH2:3][CH2:4][C:5]1[CH:6]=[C:7]2[C:11](=[CH:12][CH:13]=1)[C:10](=[O:14])[CH2:9][CH2:8]2)([CH3:22])[CH3:21]. The yield is 0.940. (3) The reactants are [C:1]([NH2:9])(=[O:8])[C:2]1[CH:7]=[CH:6][CH:5]=[CH:4][CH:3]=1.[CH3:10][N:11]([CH3:19])[C:12]1[CH:17]=[CH:16][CH:15]=[CH:14][C:13]=1I. No catalyst specified. The product is [CH3:10][N:11]([CH3:19])[C:12]1[CH:17]=[CH:16][CH:15]=[CH:14][C:13]=1[NH:9][C:1](=[O:8])[C:2]1[CH:7]=[CH:6][CH:5]=[CH:4][CH:3]=1. The yield is 0.950. (4) The catalyst is C1COCC1.CO. The product is [Br:3][C:4]1[N:5]([C:18]2[C:27]3[C:22](=[CH:23][CH:24]=[CH:25][CH:26]=3)[C:21]([CH:28]3[CH2:30][CH2:29]3)=[CH:20][CH:19]=2)[C:6]([S:9][C:10]([CH3:17])([CH3:16])[C:11]([OH:13])=[O:12])=[N:7][N:8]=1. The reactants are [OH-].[Li+].[Br:3][C:4]1[N:5]([C:18]2[C:27]3[C:22](=[CH:23][CH:24]=[CH:25][CH:26]=3)[C:21]([CH:28]3[CH2:30][CH2:29]3)=[CH:20][CH:19]=2)[C:6]([S:9][C:10]([CH3:17])([CH3:16])[C:11]([O:13]CC)=[O:12])=[N:7][N:8]=1. The yield is 0.760. (5) The reactants are [C:1]([O:5][C:6]([N:8]1[CH2:13][CH2:12][CH:11]([N:14]2[C:18]3=[N:19][CH:20]=[N:21][C:22](Cl)=[C:17]3[CH:16]=[N:15]2)[CH2:10][CH2:9]1)=[O:7])([CH3:4])([CH3:3])[CH3:2].[F:24][C:25]([F:34])([F:33])[C:26]1[N:31]=[CH:30][C:29]([OH:32])=[CH:28][CH:27]=1.C(=O)([O-])[O-].[K+].[K+]. The catalyst is CN(C)C=O. The product is [C:1]([O:5][C:6]([N:8]1[CH2:13][CH2:12][CH:11]([N:14]2[C:18]3=[N:19][CH:20]=[N:21][C:22]([O:32][C:29]4[CH:30]=[N:31][C:26]([C:25]([F:34])([F:24])[F:33])=[CH:27][CH:28]=4)=[C:17]3[CH:16]=[N:15]2)[CH2:10][CH2:9]1)=[O:7])([CH3:4])([CH3:3])[CH3:2]. The yield is 0.220. (6) The product is [CH3:52][NH:53][CH2:12][C:13]1[N:18]=[C:17]([N:19]2[CH2:23][CH2:22][CH2:21][CH:20]2[C:24]2[O:28][N:27]=[C:26]([C:29]3[CH:34]=[CH:33][CH:32]=[CH:31][N:30]=3)[CH:25]=2)[N:16]=[C:15]([NH:35][C:36]2[CH:40]=[C:39]([CH3:41])[NH:38][N:37]=2)[CH:14]=1. No catalyst specified. The reactants are CC1C=CC(S(O[CH2:12][C:13]2[N:18]=[C:17]([N:19]3[CH2:23][CH2:22][CH2:21][CH:20]3[C:24]3[O:28][N:27]=[C:26]([C:29]4[CH:34]=[CH:33][CH:32]=[CH:31][N:30]=4)[CH:25]=3)[N:16]=[C:15]([NH:35][CH:36]3[CH:40]=[C:39]([CH3:41])[NH:38][N:37]3S(C3C=CC(C)=CC=3)(=O)=O)[CH:14]=2)(=O)=O)=CC=1.[CH3:52][NH2:53].C1COCC1. The yield is 0.770.